From a dataset of Reaction yield outcomes from USPTO patents with 853,638 reactions. Predict the reaction yield, written as a fraction of the theoretical maximum amount of product (1.0 means a 100% yield; for example, 0.34 means a 34% yield). (1) The reactants are [CH3:1][C:2]1[CH:7]=[CH:6][C:5]([C:8]([CH3:10])=[O:9])=[CH:4][C:3]=1[CH3:11].Br.[OH2:13]. The catalyst is CS(C)=O. The product is [CH3:11][C:3]1[CH:4]=[C:5]([C:8](=[O:9])[CH:10]=[O:13])[CH:6]=[CH:7][C:2]=1[CH3:1]. The yield is 0.570. (2) The reactants are Br[C:2]1[C:3]([C:16]2[CH:21]=[CH:20][CH:19]=[CH:18][CH:17]=2)=[N:4][C:5]2[C:10]([N:11]=1)=[CH:9][C:8]([C:12]([O:14][CH3:15])=[O:13])=[CH:7][CH:6]=2.[Cl:22][C:23]1[CH:24]=[C:25]([N:29]2[CH2:34][CH2:33][NH:32][CH2:31][CH2:30]2)[CH:26]=[CH:27][CH:28]=1.CCN(C(C)C)C(C)C. The catalyst is CN(C=O)C. The product is [Cl:22][C:23]1[CH:24]=[C:25]([N:29]2[CH2:34][CH2:33][N:32]([C:2]3[C:3]([C:16]4[CH:21]=[CH:20][CH:19]=[CH:18][CH:17]=4)=[N:4][C:5]4[C:10]([N:11]=3)=[CH:9][C:8]([C:12]([O:14][CH3:15])=[O:13])=[CH:7][CH:6]=4)[CH2:31][CH2:30]2)[CH:26]=[CH:27][CH:28]=1. The yield is 0.890. (3) The reactants are [Cl:1][C:2]1[C:7]([OH:8])=[CH:6][CH:5]=[CH:4][N:3]=1.[C:9]([O-])(O)=[O:10].[Na+].C=O.Cl. The catalyst is O. The product is [Cl:1][C:2]1[C:7]([OH:8])=[CH:6][CH:5]=[C:4]([CH2:9][OH:10])[N:3]=1. The yield is 0.810. (4) The reactants are [CH3:1][C:2]1[C:37]([CH3:38])=[CH:36][C:5]2[NH:6][C:7]([CH2:9][N:10]([CH:26]3[C:35]4[N:34]=[CH:33][CH:32]=[CH:31][C:30]=4[CH2:29][CH2:28][CH2:27]3)[CH2:11][CH2:12][CH2:13][CH2:14][N:15]3C(=O)C4C(=CC=CC=4)C3=O)=[N:8][C:4]=2[CH:3]=1.O.NN. The catalyst is C(O)C.C(OCC)C. The product is [CH3:38][C:37]1[C:2]([CH3:1])=[CH:3][C:4]2[NH:8][C:7]([CH2:9][N:10]([CH:26]3[C:35]4[N:34]=[CH:33][CH:32]=[CH:31][C:30]=4[CH2:29][CH2:28][CH2:27]3)[CH2:11][CH2:12][CH2:13][CH2:14][NH2:15])=[N:6][C:5]=2[CH:36]=1. The yield is 0.380. (5) The reactants are [F:1][C:2]1[CH:7]=[C:6]([F:8])[C:5]([C:9]2[CH:10]=[N:11][C:12]([F:15])=[N:13][CH:14]=2)=[CH:4][C:3]=1[C@:16]1([CH3:37])[CH2:21][C@@H:20]([C:22]2[C:23]([CH3:28])=[N:24][O:25][C:26]=2[CH3:27])[S:19][C:18]([NH:29]C(=O)OC(C)(C)C)=[N:17]1.C(O)(C(F)(F)F)=O.[OH-].[Na+]. The catalyst is C(Cl)Cl.CCOC(C)=O. The yield is 0.132. The product is [F:1][C:2]1[CH:7]=[C:6]([F:8])[C:5]([C:9]2[CH:14]=[N:13][C:12]([F:15])=[N:11][CH:10]=2)=[CH:4][C:3]=1[C@:16]1([CH3:37])[CH2:21][C@@H:20]([C:22]2[C:23]([CH3:28])=[N:24][O:25][C:26]=2[CH3:27])[S:19][C:18]([NH2:29])=[N:17]1. (6) The reactants are [Cl-].O[NH3+:3].[C:4](=[O:7])([O-])[OH:5].[Na+].CS(C)=O.[CH2:13]([C:15]1[N:20]=[CH:19][C:18]([CH2:21][N:22]2[C:27](=[O:28])[C:26]([CH2:29][C:30]3[CH:35]=[CH:34][C:33]([C:36]4[C:37]([C:42]#[N:43])=[CH:38][CH:39]=[CH:40][CH:41]=4)=[CH:32][CH:31]=3)=[C:25]([CH2:44][CH2:45][CH3:46])[N:24]3[N:47]=[C:48]([CH3:50])[N:49]=[C:23]23)=[CH:17][CH:16]=1)[CH3:14]. The catalyst is C(OCC)(=O)C. The product is [CH2:13]([C:15]1[N:20]=[CH:19][C:18]([CH2:21][N:22]2[C:27](=[O:28])[C:26]([CH2:29][C:30]3[CH:35]=[CH:34][C:33]([C:36]4[CH:41]=[CH:40][CH:39]=[CH:38][C:37]=4[C:42]4[NH:3][C:4](=[O:7])[O:5][N:43]=4)=[CH:32][CH:31]=3)=[C:25]([CH2:44][CH2:45][CH3:46])[N:24]3[N:47]=[C:48]([CH3:50])[N:49]=[C:23]23)=[CH:17][CH:16]=1)[CH3:14]. The yield is 0.460. (7) The reactants are [NH2:1][N:2]1[C:7]([CH3:8])=[CH:6][C:5]([CH3:9])=[C:4]([C:10]#[N:11])[C:3]1=[O:12].[CH3:13][N:14]([CH:16](OC)OC)[CH3:15].[CH3:21]N(C=O)C. No catalyst specified. The product is [CH3:13][N:14]([CH3:16])/[CH:15]=[CH:9]/[C:5]1[CH:6]=[C:7]2[CH:8]=[CH:21][NH:1][N:2]2[C:3](=[O:12])[C:4]=1[C:10]#[N:11]. The yield is 0.576. (8) The reactants are Cl[C:2]1[C:3]2[CH:20]=[CH:19][N:18]([CH2:21][C:22]([N:24]([CH3:26])[CH3:25])=[O:23])[C:4]=2[N:5]=[C:6]([S:8]([C:11]2[CH:16]=[CH:15][C:14]([F:17])=[CH:13][CH:12]=2)(=[O:10])=[O:9])[N:7]=1.[NH2:27][C:28]1[CH:32]=[CH:31][NH:30][N:29]=1.[I-].[Na+].CCN(C(C)C)C(C)C. The catalyst is CN(C=O)C. The product is [NH:30]1[CH:31]=[CH:32][C:28]([NH:27][C:2]2[C:3]3[CH:20]=[CH:19][N:18]([CH2:21][C:22]([N:24]([CH3:26])[CH3:25])=[O:23])[C:4]=3[N:5]=[C:6]([S:8]([C:11]3[CH:16]=[CH:15][C:14]([F:17])=[CH:13][CH:12]=3)(=[O:10])=[O:9])[N:7]=2)=[N:29]1. The yield is 0.170.